This data is from M1 muscarinic receptor antagonist screen with 61,756 compounds. The task is: Binary Classification. Given a drug SMILES string, predict its activity (active/inactive) in a high-throughput screening assay against a specified biological target. The compound is Clc1cc(NCc2oc(SCC#N)nn2)ccc1. The result is 0 (inactive).